From a dataset of Forward reaction prediction with 1.9M reactions from USPTO patents (1976-2016). Predict the product of the given reaction. (1) Given the reactants [F:1][C:2]([F:18])([F:17])[C:3]1[CH:16]=[CH:15][C:6]([O:7][C:8]2[CH:13]=[CH:12][C:11]([OH:14])=[CH:10][CH:9]=2)=[CH:5][CH:4]=1.[CH3:19][N:20]([C:24]1[CH:29]=[CH:28][CH:27]=[CH:26][CH:25]=1)[C:21](Cl)=[O:22], predict the reaction product. The product is: [F:1][C:2]([F:17])([F:18])[C:3]1[CH:16]=[CH:15][C:6]([O:7][C:8]2[CH:9]=[CH:10][C:11]([O:14][C:21](=[O:22])[N:20]([CH3:19])[C:24]3[CH:29]=[CH:28][CH:27]=[CH:26][CH:25]=3)=[CH:12][CH:13]=2)=[CH:5][CH:4]=1. (2) Given the reactants Br[C:2]1[CH:9]=[CH:8][C:5]([C:6]#[N:7])=[C:4]([F:10])[CH:3]=1.[CH:11]([O:13]CCCC)=[CH2:12].C(N(CC)CC)C.C([O-])(=O)C.[Tl+].Cl, predict the reaction product. The product is: [C:11]([C:2]1[CH:9]=[CH:8][C:5]([C:6]#[N:7])=[C:4]([F:10])[CH:3]=1)(=[O:13])[CH3:12]. (3) Given the reactants Br[C:2]1[N:11]=[CH:10][CH:9]=[CH:8][C:3]=1[C:4]([O:6][CH3:7])=[O:5].[Cl:12][C:13]1[CH:18]=[C:17](B2OC(C)(C)C(C)(C)O2)[CH:16]=[CH:15][N:14]=1.C([O-])([O-])=O.[K+].[K+].O, predict the reaction product. The product is: [CH3:7][O:6][C:4]([C:3]1[C:2]([C:17]2[CH:16]=[CH:15][N:14]=[C:13]([Cl:12])[CH:18]=2)=[N:11][CH:10]=[CH:9][CH:8]=1)=[O:5]. (4) Given the reactants [CH3:1][C:2]1[CH:3]=[CH:4][C:5]([C:21]([NH:23][C:24]2[CH:25]=[C:26]([C:36]([F:39])([F:38])[F:37])[CH:27]=[C:28]([N:30]3[CH:34]=[N:33][C:32]([CH3:35])=[CH:31]3)[CH:29]=2)=[O:22])=[CH:6][C:7]=1[NH:8][C:9]1[N:10]=[CH:11][CH:12]=[C:13]([C:15]2[CH:16]=[CH:17][CH:18]=[N:19][CH:20]=2)[N:14]=1.[C:40]([OH:48])(=[O:47])[CH2:41][CH2:42][CH2:43][C:44]([OH:46])=[O:45], predict the reaction product. The product is: [CH3:1][C:2]1[CH:3]=[CH:4][C:5]([C:21]([NH:23][C:24]2[CH:25]=[C:26]([C:36]([F:38])([F:39])[F:37])[CH:27]=[C:28]([N:30]3[CH:34]=[N:33][C:32]([CH3:35])=[CH:31]3)[CH:29]=2)=[O:22])=[CH:6][C:7]=1[NH:8][C:9]1[N:10]=[CH:11][CH:12]=[C:13]([C:15]2[CH:16]=[CH:17][CH:18]=[N:19][CH:20]=2)[N:14]=1.[C:40]([O-:48])(=[O:47])[CH2:41][CH2:42][CH2:43][C:44]([O-:46])=[O:45]. (5) Given the reactants [OH:1][C:2]1[C:7]([O:8][CH3:9])=[CH:6][C:5]([C:10]2([C:14]#[N:15])[CH2:13][CH2:12][CH2:11]2)=[C:4]([N+:16]([O-:18])=[O:17])[CH:3]=1.C(=O)([O-])[O-].[K+].[K+].[Cl:25][CH2:26][CH2:27][CH2:28]I, predict the reaction product. The product is: [Cl:25][CH2:26][CH2:27][CH2:28][O:1][C:2]1[C:7]([O:8][CH3:9])=[CH:6][C:5]([C:10]2([C:14]#[N:15])[CH2:11][CH2:12][CH2:13]2)=[C:4]([N+:16]([O-:18])=[O:17])[CH:3]=1. (6) Given the reactants [CH3:1][O:2][C:3]1[CH:12]=[CH:11][CH:10]=[C:9]2[C:4]=1[CH2:5][CH:6]([NH:13][CH2:14][CH2:15][CH3:16])[CH2:7][O:8]2.Cl[CH2:18][CH2:19][C:20]([C:22]1[C:26]2[CH:27]=[C:28]([F:31])[CH:29]=[CH:30][C:25]=2[S:24][CH:23]=1)=[O:21].C(=O)([O-])[O-].[K+].[K+].CCCCCC.CCOC(C)=O, predict the reaction product. The product is: [F:31][C:28]1[CH:29]=[CH:30][C:25]2[S:24][CH:23]=[C:22]([C:20](=[O:21])[CH2:19][CH2:18][N:13]([CH:6]3[CH2:5][C:4]4[C:9](=[CH:10][CH:11]=[CH:12][C:3]=4[O:2][CH3:1])[O:8][CH2:7]3)[CH2:14][CH2:15][CH3:16])[C:26]=2[CH:27]=1. (7) Given the reactants [OH:1][CH2:2][C@@H:3]([NH:5][C:6](=[O:12])[O:7][C:8]([CH3:11])([CH3:10])[CH3:9])[CH3:4].[S:13](Cl)([C:16]1[CH:22]=[CH:21][C:19]([CH3:20])=[CH:18][CH:17]=1)(=[O:15])=[O:14].Cl, predict the reaction product. The product is: [CH3:20][C:19]1[CH:21]=[CH:22][C:16]([S:13]([O:1][CH2:2][C@@H:3]([NH:5][C:6]([O:7][C:8]([CH3:11])([CH3:10])[CH3:9])=[O:12])[CH3:4])(=[O:15])=[O:14])=[CH:17][CH:18]=1. (8) Given the reactants Br.[Br:2][C:3]1[CH:4]=[C:5]([CH:11]([F:13])[F:12])[C:6]([O:9]C)=[N:7][CH:8]=1, predict the reaction product. The product is: [Br:2][C:3]1[CH:4]=[C:5]([CH:11]([F:13])[F:12])[C:6](=[O:9])[NH:7][CH:8]=1. (9) The product is: [NH2:24][C:9]1[CH:10]=[C:11]([C:14]2[CH2:19][CH2:18][N:17]([CH2:20][CH2:21][NH:22][CH3:23])[CH2:16][CH:15]=2)[CH:12]=[CH:13][C:8]=1[NH:7][C:5](=[O:6])[C:4]1[CH:27]=[CH:28][CH:29]=[CH:30][C:3]=1[O:2][CH3:1]. Given the reactants [CH3:1][O:2][C:3]1[CH:30]=[CH:29][CH:28]=[CH:27][C:4]=1[C:5]([NH:7][C:8]1[CH:13]=[CH:12][C:11]([C:14]2[CH2:15][CH2:16][N:17]([CH2:20][CH2:21][NH:22][CH3:23])[CH2:18][CH:19]=2)=[CH:10][C:9]=1[N+:24]([O-])=O)=[O:6], predict the reaction product.